Task: Predict the product of the given reaction.. Dataset: Forward reaction prediction with 1.9M reactions from USPTO patents (1976-2016) (1) Given the reactants [F:1][C:2]1[CH:7]=[CH:6][CH:5]=[CH:4][C:3]=1[N:8]1[CH:12]=[CH:11][C:10]([NH2:13])=[N:9]1.[CH3:14][C:15]1([CH3:29])[CH:19]2[CH2:20][CH:21]([CH2:24][C:25](O)=[O:26])[CH2:22][CH2:23][N:18]2[C:17](=[O:28])[O:16]1, predict the reaction product. The product is: [CH3:14][C:15]1([CH3:29])[CH:19]2[CH2:20][CH:21]([CH2:24][C:25]([NH:13][C:10]3[CH:11]=[CH:12][N:8]([C:3]4[CH:4]=[CH:5][CH:6]=[CH:7][C:2]=4[F:1])[N:9]=3)=[O:26])[CH2:22][CH2:23][N:18]2[C:17](=[O:28])[O:16]1. (2) The product is: [F:23][C:14]1[C:13]([Ga:4]([C:13]2[C:14]([F:23])=[C:15]([F:22])[C:16]([F:21])=[C:17]([F:20])[C:18]=2[F:19])[C:13]2[C:14]([F:23])=[C:15]([F:22])[C:16]([F:21])=[C:17]([F:20])[C:18]=2[F:19])=[C:18]([F:19])[C:17]([F:20])=[C:16]([F:21])[C:15]=1[F:22]. Given the reactants [Cl-].[Cl-].[Cl-].[Ga+3:4].[F:23][C:14]1[C:13]([Zn][C:13]2[C:18]([F:19])=[C:17]([F:20])[C:16]([F:21])=[C:15]([F:22])[C:14]=2[F:23])=[C:18]([F:19])[C:17]([F:20])=[C:16]([F:21])[C:15]=1[F:22], predict the reaction product. (3) Given the reactants [CH2:1]([O:3][CH:4]([O:16][CH2:17][CH3:18])[C:5]1[N:6]=[C:7]2[C:12]([CH2:13][OH:14])=[CH:11][CH:10]=[CH:9][N:8]2[CH:15]=1)[CH3:2], predict the reaction product. The product is: [CH2:1]([O:3][CH:4]([O:16][CH2:17][CH3:18])[C:5]1[N:6]=[C:7]2[C:12]([CH:13]=[O:14])=[CH:11][CH:10]=[CH:9][N:8]2[CH:15]=1)[CH3:2]. (4) The product is: [F:23][C:20]1[CH:21]=[CH:22][C:17]([C:10]([C:11]2[N:15]([CH3:16])[N:14]=[N:13][N:12]=2)=[N:9][O:8][CH2:7][C:5]2[N:6]=[C:2]([C:25]#[C:26][CH2:27][CH2:28][CH3:29])[S:3][CH:4]=2)=[CH:18][C:19]=1[CH3:24]. Given the reactants Br[C:2]1[S:3][CH:4]=[C:5]([CH2:7][O:8][N:9]=[C:10]([C:17]2[CH:22]=[CH:21][C:20]([F:23])=[C:19]([CH3:24])[CH:18]=2)[C:11]2[N:15]([CH3:16])[N:14]=[N:13][N:12]=2)[N:6]=1.[CH:25]#[C:26][CH2:27][CH2:28][CH3:29].C(N(CC)C(C)C)(C)C.C(OCC)(=O)C, predict the reaction product. (5) Given the reactants [NH:1]1[CH2:11][CH2:10][CH:4]([C:5]([O:7][CH2:8][CH3:9])=[O:6])[CH2:3][CH2:2]1.C(N(CC)CC)C.[F:19][C:20]1[CH:28]=[CH:27][C:23]([C:24](Cl)=[O:25])=[CH:22][CH:21]=1, predict the reaction product. The product is: [F:19][C:20]1[CH:28]=[CH:27][C:23]([C:24]([N:1]2[CH2:2][CH2:3][CH:4]([C:5]([O:7][CH2:8][CH3:9])=[O:6])[CH2:10][CH2:11]2)=[O:25])=[CH:22][CH:21]=1.